This data is from Reaction yield outcomes from USPTO patents with 853,638 reactions. The task is: Predict the reaction yield, written as a fraction of the theoretical maximum amount of product (1.0 means a 100% yield; for example, 0.34 means a 34% yield). (1) The yield is 0.130. The reactants are Cl.[F:2][C:3]1[CH:4]=[CH:5][C:6]([C:9]2[O:13][N:12]=[C:11]([C@H:14]3[CH2:19][CH2:18][CH2:17][NH:16][CH2:15]3)[N:10]=2)=[N:7][CH:8]=1.C(N(CC)CC)C.[F:27][C:28]1[CH:29]=[C:30]([CH:34]=[CH:35][C:36]=1[F:37])[C:31](Cl)=[O:32]. The product is [F:27][C:28]1[CH:29]=[C:30]([C:31]([N:16]2[CH2:17][CH2:18][CH2:19][C@H:14]([C:11]3[N:10]=[C:9]([C:6]4[CH:5]=[CH:4][C:3]([F:2])=[CH:8][N:7]=4)[O:13][N:12]=3)[CH2:15]2)=[O:32])[CH:34]=[CH:35][C:36]=1[F:37]. The catalyst is ClCCl. (2) The product is [OH:48][CH:32]([CH2:31][N:21]1[C:18]2[CH2:19][CH2:20][NH:15][CH2:16][C:17]=2[C:23]([C:24]2[CH:29]=[CH:28][C:27]([I:30])=[CH:26][CH:25]=2)=[N:22]1)[CH2:33][N:34]1[CH2:35][CH2:36][N:37]([C:40]2[CH:45]=[CH:44][CH:43]=[CH:42][C:41]=2[C:46]#[N:47])[CH2:38][CH2:39]1. The catalyst is C(Cl)Cl. The yield is 1.00. The reactants are FC(F)(F)C(O)=O.C(OC([N:15]1[CH2:20][CH2:19][C:18]2[N:21]([CH2:31][CH:32]([OH:48])[CH2:33][N:34]3[CH2:39][CH2:38][N:37]([C:40]4[CH:45]=[CH:44][CH:43]=[CH:42][C:41]=4[C:46]#[N:47])[CH2:36][CH2:35]3)[N:22]=[C:23]([C:24]3[CH:29]=[CH:28][C:27]([I:30])=[CH:26][CH:25]=3)[C:17]=2[CH2:16]1)=O)(C)(C)C.